Dataset: Full USPTO retrosynthesis dataset with 1.9M reactions from patents (1976-2016). Task: Predict the reactants needed to synthesize the given product. (1) The reactants are: Br[C:2]1[C:3]2[N:4]([CH:14]=[CH:15][N:16]=2)[N:5]=[C:6]([C:8]2[CH:13]=[CH:12][CH:11]=[CH:10][CH:9]=2)[CH:7]=1.[CH3:17][O:18][C:19]1[CH:20]=[CH:21][C:22]([NH2:27])=[N:23][C:24]=1[O:25][CH3:26].C1C=CC(P(C2C(C3C(P(C4C=CC=CC=4)C4C=CC=CC=4)=CC=C4C=3C=CC=C4)=C3C(C=CC=C3)=CC=2)C2C=CC=CC=2)=CC=1.C([O-])([O-])=O.[Cs+].[Cs+]. Given the product [CH3:17][O:18][C:19]1[CH:20]=[CH:21][C:22]([NH:27][C:2]2[C:3]3[N:4]([CH:14]=[CH:15][N:16]=3)[N:5]=[C:6]([C:8]3[CH:13]=[CH:12][CH:11]=[CH:10][CH:9]=3)[CH:7]=2)=[N:23][C:24]=1[O:25][CH3:26], predict the reactants needed to synthesize it. (2) Given the product [C:25]1([C:28]2[CH:33]=[CH:32][CH:31]=[CH:30][CH:29]=2)[CH:26]=[CH:27][C:22]([C:20]2[N:21]=[C:17]([CH2:16][O:15][C:9]3[C:10]([CH:12]4[CH2:13][CH2:14]4)=[CH:11][C:6]([O:5][CH2:4][C:3]([OH:35])=[O:2])=[C:7]([CH3:34])[CH:8]=3)[S:18][CH:19]=2)=[CH:23][CH:24]=1, predict the reactants needed to synthesize it. The reactants are: C[O:2][C:3](=[O:35])[CH2:4][O:5][C:6]1[CH:11]=[C:10]([CH:12]2[CH2:14][CH2:13]2)[C:9]([O:15][CH2:16][C:17]2[S:18][CH:19]=[C:20]([C:22]3[CH:27]=[CH:26][C:25]([C:28]4[CH:33]=[CH:32][CH:31]=[CH:30][CH:29]=4)=[CH:24][CH:23]=3)[N:21]=2)=[CH:8][C:7]=1[CH3:34].C1COCC1.[Li+].[OH-].Cl. (3) Given the product [CH2:1]([O:4][CH2:11][C:12]1[C:16]2[N:17]([CH3:27])[CH:18]=[C:19]([C:22]([NH:34][CH2:33][C:32]3[CH:35]=[CH:36][C:29]([Cl:28])=[CH:30][CH:31]=3)=[O:24])[C:20](=[O:21])[C:15]=2[S:14][CH:13]=1)[CH:2]=[CH2:3], predict the reactants needed to synthesize it. The reactants are: [CH2:1]([OH:4])[CH:2]=[CH2:3].C([Li])CCC.Br[CH2:11][C:12]1[C:16]2[N:17]([CH3:27])[CH:18]=[C:19]([C:22]([O:24]CC)=O)[C:20](=[O:21])[C:15]=2[S:14][CH:13]=1.[Cl:28][C:29]1[CH:36]=[CH:35][C:32]([CH2:33][NH2:34])=[CH:31][CH:30]=1. (4) Given the product [C:1]([N:4]1[CH2:9][CH2:8][CH:7]([CH2:10][C:11]([NH:13][C:14]2[CH:19]=[CH:18][C:17]([C:23]3[CH:24]=[CH:25][CH:26]=[CH:27][C:22]=3[CH3:21])=[CH:16][N:15]=2)=[O:12])[CH2:6][CH2:5]1)(=[O:3])[CH3:2], predict the reactants needed to synthesize it. The reactants are: [C:1]([N:4]1[CH2:9][CH2:8][CH:7]([CH2:10][C:11]([NH:13][C:14]2[CH:19]=[CH:18][C:17](Br)=[CH:16][N:15]=2)=[O:12])[CH2:6][CH2:5]1)(=[O:3])[CH3:2].[CH3:21][C:22]1[CH:27]=[CH:26][CH:25]=[CH:24][C:23]=1B(O)O. (5) The reactants are: C([P:3]([CH2:6][CH2:7][C@@H:8]([O:32]CC1C=CC=CC=1)[C@@H:9]([O:24]CC1C=CC=CC=1)[C@H:10]([O:16]CC1C=CC=CC=1)[CH2:11][N:12]([OH:15])[CH:13]=[O:14])(=[O:5])[OH:4])C.C1C[O:43]CC1. Given the product [OH:32][C@@H:8]([C@@H:9]([OH:24])[C@H:10]([OH:16])[CH2:11][N:12]([OH:15])[CH:13]=[O:14])[CH2:7][CH2:6][P:3](=[O:5])([OH:4])[OH:43], predict the reactants needed to synthesize it. (6) Given the product [OH:34][CH2:33][CH2:35][NH:36][C:24]([C:19]1[NH:20][C:21]2[C:17]([C:18]=1[C:27]1[CH:28]=[CH:29][CH:30]=[CH:31][CH:32]=1)=[CH:16][C:15]([NH:14][S:11]([C:8]1[CH:9]=[CH:10][C:5]([C:1]([CH3:2])([CH3:3])[CH3:4])=[CH:6][CH:7]=1)(=[O:12])=[O:13])=[CH:23][CH:22]=2)=[O:26], predict the reactants needed to synthesize it. The reactants are: [C:1]([C:5]1[CH:10]=[CH:9][C:8]([S:11]([NH:14][C:15]2[CH:16]=[C:17]3[C:21](=[CH:22][CH:23]=2)[NH:20][C:19]([C:24]([OH:26])=O)=[C:18]3[C:27]2[CH:32]=[CH:31][CH:30]=[CH:29][CH:28]=2)(=[O:13])=[O:12])=[CH:7][CH:6]=1)([CH3:4])([CH3:3])[CH3:2].[CH2:33]([CH2:35][NH2:36])[OH:34]. (7) The reactants are: [C:1](Cl)(=O)[C:2]([Cl:4])=[O:3].[Cl:7][C:8]1[CH:9]=C(C(O)=O)[CH:11]=[N:12][C:13]=1[O:14][CH:15]([CH3:17])[CH3:16].CN(C)C=O. Given the product [Cl:7][C:8]1[CH:9]=[C:1]([C:2]([Cl:4])=[O:3])[CH:11]=[N:12][C:13]=1[O:14][CH:15]([CH3:17])[CH3:16], predict the reactants needed to synthesize it. (8) Given the product [C:1]([C:3]1[CH:8]=[CH:7][C:6]([C:9]2[CH:10]=[N:11][N:12]([C:15]3[CH:23]=[CH:22][C:18]([C:19]([NH:30][C@@H:27]4[CH2:28][CH2:29][O:25][CH2:26]4)=[O:20])=[CH:17][N:16]=3)[C:13]=2[OH:14])=[C:5]([CH3:24])[CH:4]=1)#[N:2], predict the reactants needed to synthesize it. The reactants are: [C:1]([C:3]1[CH:8]=[CH:7][C:6]([C:9]2[CH:10]=[N:11][N:12]([C:15]3[CH:23]=[CH:22][C:18]([C:19](O)=[O:20])=[CH:17][N:16]=3)[C:13]=2[OH:14])=[C:5]([CH3:24])[CH:4]=1)#[N:2].[O:25]1[CH2:29][CH2:28][C@@H:27]([NH2:30])[CH2:26]1. (9) Given the product [CH3:1][O:2][C:3]1[CH:8]=[CH:7][C:6]([CH2:9][CH2:10][CH:11]([NH2:20])[CH3:12])=[CH:5][CH:4]=1, predict the reactants needed to synthesize it. The reactants are: [CH3:1][O:2][C:3]1[CH:8]=[CH:7][C:6]([CH2:9][CH2:10][C:11](=O)[CH3:12])=[CH:5][CH:4]=1.C([O-])(=O)C.[NH4+].C([BH3-])#[N:20].[Na+].Cl.